The task is: Predict the reactants needed to synthesize the given product.. This data is from Full USPTO retrosynthesis dataset with 1.9M reactions from patents (1976-2016). (1) Given the product [N:1]1[CH:6]=[CH:5][CH:4]=[CH:3][C:2]=1[CH2:7][CH2:8][CH2:9][CH2:10][C:11]([O:13][CH2:14][CH3:15])=[O:12], predict the reactants needed to synthesize it. The reactants are: [N:1]1[CH:6]=[CH:5][CH:4]=[CH:3][C:2]=1[CH:7]=[CH:8][CH2:9][CH2:10][C:11]([O:13][CH2:14][CH3:15])=[O:12].C([O-])=O.[NH4+]. (2) Given the product [F:29][C:30]([F:40])([F:39])[C:18]1[CH:17]=[CH:16][C:4]([CH2:5][O:6][C:7]2[CH:12]=[CH:11][C:10]([N+:13]([O-:15])=[O:14])=[CH:9][CH:8]=2)=[CH:3][CH:2]=1, predict the reactants needed to synthesize it. The reactants are: F[C:2]1[CH:3]=[C:4]([CH:16]=[CH:17][CH:18]=1)[CH2:5][O:6][C:7]1[CH:12]=[CH:11][C:10]([N+:13]([O-:15])=[O:14])=[CH:9][CH:8]=1.FC1C=CC([N+]([O-])=O)=CC=1.[F:29][C:30]([F:40])([F:39])C1C=CC(CO)=CC=1. (3) The reactants are: Cl.[CH3:2][C@@H:3]1[CH2:7][NH:6][CH2:5][C@H:4]1[C:8]1[NH:9][C:10](=[O:23])[C:11]2[CH:16]=[N:15][N:14]([CH:17]3[CH2:22][CH2:21][O:20][CH2:19][CH2:18]3)[C:12]=2[N:13]=1.C(O)(=O)C.[CH3:28][C:29]1[N:34]=[CH:33][C:32]([CH:35]=O)=[CH:31][N:30]=1.C(O[BH-](OC(=O)C)OC(=O)C)(=O)C.[Na+]. Given the product [CH3:2][C@@H:3]1[CH2:7][N:6]([CH2:35][C:32]2[CH:31]=[N:30][C:29]([CH3:28])=[N:34][CH:33]=2)[CH2:5][C@H:4]1[C:8]1[NH:9][C:10](=[O:23])[C:11]2[CH:16]=[N:15][N:14]([CH:17]3[CH2:22][CH2:21][O:20][CH2:19][CH2:18]3)[C:12]=2[N:13]=1, predict the reactants needed to synthesize it. (4) Given the product [BrH:37].[NH2:26][CH2:25][C@@H:24]([C:21]1[CH:20]=[CH:19][C:18]([C:4]2[C:5]3[C:6]4[CH:17]=[CH:16][S:15][C:7]=4[C:8](=[O:14])[NH:9][C:10]=3[C:11]([CH3:13])=[CH:12][C:3]=2[OH:2])=[CH:23][CH:22]=1)[CH3:35], predict the reactants needed to synthesize it. The reactants are: C[O:2][C:3]1[CH:12]=[C:11]([CH3:13])[C:10]2[NH:9][C:8](=[O:14])[C:7]3[S:15][CH:16]=[CH:17][C:6]=3[C:5]=2[C:4]=1[C:18]1[CH:23]=[CH:22][C:21]([C@@H:24]([CH3:35])[CH2:25][N:26](C)C(=O)OC(C)(C)C)=[CH:20][CH:19]=1.B(Br)(Br)[Br:37]. (5) Given the product [Cl:1][C:2]1[CH:3]=[C:4]([CH:23]([CH2:29][C:30]([F:31])([F:32])[F:33])[C:24]([OH:26])=[O:25])[CH:5]=[C:6]([C:13]2[CH:14]=[CH:15][C:16]([C:19]([F:21])([F:22])[F:20])=[CH:17][CH:18]=2)[C:7]=1[O:8][CH2:9][CH:10]1[CH2:11][CH2:12]1, predict the reactants needed to synthesize it. The reactants are: [Cl:1][C:2]1[CH:3]=[C:4]([CH:23]([CH2:29][C:30]([F:33])([F:32])[F:31])[C:24]([O:26]CC)=[O:25])[CH:5]=[C:6]([C:13]2[CH:18]=[CH:17][C:16]([C:19]([F:22])([F:21])[F:20])=[CH:15][CH:14]=2)[C:7]=1[O:8][CH2:9][CH:10]1[CH2:12][CH2:11]1.CO.O.O[Li].O. (6) Given the product [ClH:12].[CH3:8][NH:9][C:10](=[O:11])[O:40][CH2:39][C:34]1[CH:35]=[CH:36][CH:37]=[CH:38][C:33]=1[C:32]1[C:26]2[S:25][C:24]([C:22]([NH:21][C@@H:15]3[CH:16]4[CH2:17][CH2:18][N:13]([CH2:20][CH2:19]4)[CH2:14]3)=[O:23])=[CH:28][C:27]=2[CH:29]=[CH:30][CH:31]=1, predict the reactants needed to synthesize it. The reactants are: C(N(CC)CC)C.[CH3:8][N:9]=[C:10]=[O:11].[ClH:12].[N:13]12[CH2:20][CH2:19][CH:16]([CH2:17][CH2:18]1)[C@@H:15]([NH:21][C:22]([C:24]1[S:25][C:26]3[C:32]([C:33]4[CH:38]=[CH:37][CH:36]=[CH:35][C:34]=4[CH2:39][OH:40])=[CH:31][CH:30]=[CH:29][C:27]=3[CH:28]=1)=[O:23])[CH2:14]2.C1COCC1. (7) Given the product [C:1]([O:5][C:6]([N:8]1[CH2:13][CH2:12][C@@H:11]([C:14]2[CH:19]=[CH:18][C:17]([F:20])=[C:16]([F:21])[CH:15]=2)[C@H:10]([CH:22]=[O:23])[CH2:9]1)=[O:7])([CH3:4])([CH3:3])[CH3:2], predict the reactants needed to synthesize it. The reactants are: [C:1]([O:5][C:6]([N:8]1[CH2:13][CH2:12][C@@H:11]([C:14]2[CH:19]=[CH:18][C:17]([F:20])=[C:16]([F:21])[CH:15]=2)[C@H:10]([CH2:22][OH:23])[CH2:9]1)=[O:7])([CH3:4])([CH3:3])[CH3:2].N1C=CC=CC=1.CC(OI1(OC(C)=O)(OC(C)=O)OC(=O)C2C=CC=CC1=2)=O. (8) Given the product [Cl:29][CH2:28][CH2:27][N:15]1[C:16]2[C:12](=[CH:11][C:10]([S:7]([NH:6][C:2]3[S:1][CH:5]=[CH:4][N:3]=3)(=[O:9])=[O:8])=[CH:18][CH:17]=2)[CH2:13][CH2:14]1, predict the reactants needed to synthesize it. The reactants are: [S:1]1[CH:5]=[CH:4][N:3]=[C:2]1[NH:6][S:7]([C:10]1[CH:11]=[C:12]2[C:16](=[CH:17][CH:18]=1)[NH:15][CH2:14][CH2:13]2)(=[O:9])=[O:8].CCN(CC)CC.Br[CH2:27][CH2:28][Cl:29].